Dataset: Full USPTO retrosynthesis dataset with 1.9M reactions from patents (1976-2016). Task: Predict the reactants needed to synthesize the given product. (1) Given the product [F:13][C:14]1[CH:19]=[CH:18][C:17]([CH2:20][CH2:21][NH:22][CH2:7][C:6]2[CH:9]=[CH:10][C:3]([Si:2]([CH3:12])([CH3:11])[CH3:1])=[CH:4][CH:5]=2)=[CH:16][CH:15]=1, predict the reactants needed to synthesize it. The reactants are: [CH3:1][Si:2]([CH3:12])([CH3:11])[C:3]1[CH:10]=[CH:9][C:6]([CH:7]=O)=[CH:5][CH:4]=1.[F:13][C:14]1[CH:19]=[CH:18][C:17]([CH2:20][CH2:21][NH2:22])=[CH:16][CH:15]=1. (2) Given the product [NH2:26][C:25]1[C:3]([C:1]#[N:2])=[C:4]([CH:22]=[CH:23][CH:24]=1)[O:5][CH2:6][C:7]([CH3:21])([CH3:20])[C:8]([NH:10][CH2:11][C:12]1[CH:17]=[CH:16][C:15]([O:18][CH3:19])=[CH:14][CH:13]=1)=[O:9], predict the reactants needed to synthesize it. The reactants are: [C:1]([C:3]1[C:25]([N+:26]([O-])=O)=[CH:24][CH:23]=[CH:22][C:4]=1[O:5][CH2:6][C:7]([CH3:21])([CH3:20])[C:8]([NH:10][CH2:11][C:12]1[CH:17]=[CH:16][C:15]([O:18][CH3:19])=[CH:14][CH:13]=1)=[O:9])#[N:2].O.O.Cl[Sn]Cl.[OH-].[Na+]. (3) Given the product [CH3:1][N:2]1[CH2:14][CH2:13][C:5]2[N:6]([CH2:16][CH2:15][C:17]3[CH:22]=[CH:21][CH:20]=[CH:19][N:18]=3)[C:7]3[CH:8]=[CH:9][CH:10]=[CH:11][C:12]=3[C:4]=2[CH2:3]1, predict the reactants needed to synthesize it. The reactants are: [CH3:1][N:2]1[CH2:14][CH2:13][C:5]2[NH:6][C:7]3[CH:8]=[CH:9][CH:10]=[CH:11][C:12]=3[C:4]=2[CH2:3]1.[CH:15]([C:17]1[CH:22]=[CH:21][CH:20]=[CH:19][N:18]=1)=[CH2:16].[Na].FC(F)(F)C([O-])=O. (4) Given the product [BrH:44].[F:43][C:2]1([F:1])[CH2:7][CH2:6][C@@H:5]([NH:8][C:9](=[O:22])[C:10]2[CH:15]=[CH:14][C:13]([N:16]3[CH:20]=[CH:19][C:18]([CH3:21])=[N:17]3)=[CH:12][CH:11]=2)[C@@H:4]([C:23]([N:25]2[C:37]3[C:36]4[CH:35]=[CH:34][CH:33]=[CH:32][C:31]=4[N:30]=[C:29]([C:38]4[NH:39][CH:40]=[CH:41][N:42]=4)[C:28]=3[CH2:27][CH2:26]2)=[O:24])[CH2:3]1, predict the reactants needed to synthesize it. The reactants are: [F:1][C:2]1([F:43])[CH2:7][CH2:6][C@@H:5]([NH:8][C:9](=[O:22])[C:10]2[CH:15]=[CH:14][C:13]([N:16]3[CH:20]=[CH:19][C:18]([CH3:21])=[N:17]3)=[CH:12][CH:11]=2)[C@@H:4]([C:23]([N:25]2[C:37]3[C:36]4[CH:35]=[CH:34][CH:33]=[CH:32][C:31]=4[N:30]=[C:29]([C:38]4[NH:39][CH:40]=[CH:41][N:42]=4)[C:28]=3[CH2:27][CH2:26]2)=[O:24])[CH2:3]1.[BrH:44].C(O)C. (5) Given the product [CH2:18]([N:20]([CH2:21][CH2:22][OH:23])[C:2]1[CH:3]=[C:4]2[C:9](=[CH:10][CH:11]=1)[CH:8]=[C:7]([C:12](=[O:14])[CH3:13])[CH:6]=[CH:5]2)[CH3:19], predict the reactants needed to synthesize it. The reactants are: O[C:2]1[CH:3]=[C:4]2[C:9](=[CH:10][CH:11]=1)[CH:8]=[C:7]([C:12](=[O:14])[CH3:13])[CH:6]=[CH:5]2.[Na].[H][H].[CH2:18]([NH:20][CH2:21][CH2:22][OH:23])[CH3:19].O. (6) The reactants are: [C:1]([S:5]([CH2:8][C@@H:9]([N:12]1[C@H:17]([C:18]2[CH:23]=[CH:22][C:21]([Cl:24])=[CH:20][CH:19]=2)[C@@H:16]([C:25]2[CH:30]=[CH:29][CH:28]=[C:27]([Cl:31])[CH:26]=2)[O:15][C@H:14]([CH2:32][C:33]([OH:35])=[O:34])[C:13]1=[O:36])[CH2:10][CH3:11])(=[O:7])=[O:6])([CH3:4])([CH3:3])[CH3:2].[CH3:37][Si](C=[N+]=[N-])(C)C. Given the product [C:1]([S:5]([CH2:8][C@@H:9]([N:12]1[C@H:17]([C:18]2[CH:23]=[CH:22][C:21]([Cl:24])=[CH:20][CH:19]=2)[C@@H:16]([C:25]2[CH:30]=[CH:29][CH:28]=[C:27]([Cl:31])[CH:26]=2)[O:15][C@H:14]([CH2:32][C:33]([O:35][CH3:37])=[O:34])[C:13]1=[O:36])[CH2:10][CH3:11])(=[O:7])=[O:6])([CH3:2])([CH3:3])[CH3:4], predict the reactants needed to synthesize it. (7) Given the product [C:43]([O:47][C:48]([N:50]1[CH2:54][CH2:53][CH2:52][C@H:51]1[CH2:25][N:23]([C:6](=[O:8])[C:5]1[CH:9]=[CH:10][C:11]([O:12][CH3:13])=[C:3]([O:2][CH3:1])[CH:4]=1)[CH2:22][C:21]1[CH:20]=[CH:32][C:31]2[C:42](=[CH:37][CH:38]=[CH:39][CH:40]=2)[CH:41]=1)=[O:49])([CH3:46])([CH3:44])[CH3:45], predict the reactants needed to synthesize it. The reactants are: [CH3:1][O:2][C:3]1[CH:4]=[C:5]([CH:9]=[CH:10][C:11]=1[O:12][CH3:13])[C:6]([OH:8])=O.Cl.C(N=C=N[CH2:20][CH2:21][CH2:22][N:23]([CH3:25])C)C.C(N([CH2:31][CH3:32])CC)C.ON1[C:38]2[CH:39]=[CH:40][CH:41]=[CH:42][C:37]=2N=N1.[C:43]([O:47][C:48]([N:50]1[CH2:54][CH2:53][CH2:52][CH2:51]1)=[O:49])([CH3:46])([CH3:45])[CH3:44].C(=O)(O)[O-].[Na+]. (8) Given the product [C:1]([O:4][CH2:5][CH:6]1[N:7]2[CH:8]([CH2:33][C:32](=[O:34])[C:26]([C:27]([O:29][CH2:30][CH3:31])=[O:28])=[CH:25]2)[C:9]2[CH:10]=[C:11]([O:19][CH2:20][CH3:21])[C:12]([O:16][CH2:17][CH3:18])=[CH:13][C:14]=2[CH2:15]1)(=[O:3])[CH3:2], predict the reactants needed to synthesize it. The reactants are: [C:1]([O:4][CH2:5][CH:6]1[CH2:15][C:14]2[C:9](=[CH:10][C:11]([O:19][CH2:20][CH3:21])=[C:12]([O:16][CH2:17][CH3:18])[CH:13]=2)[CH:8]=[N:7]1)(=[O:3])[CH3:2].CN([CH:25]=[C:26]([C:32](=[O:34])[CH3:33])[C:27]([O:29][CH2:30][CH3:31])=[O:28])C.Cl.O1CCOCC1. (9) Given the product [Br:21][CH2:16][C:15]([C:11]1[C:12]([CH3:14])=[CH:13][C:8]([O:7][C:6]2[CH:19]=[CH:20][C:3]([O:2][CH3:1])=[CH:4][CH:5]=2)=[CH:9][C:10]=1[CH3:18])=[O:17], predict the reactants needed to synthesize it. The reactants are: [CH3:1][O:2][C:3]1[CH:20]=[CH:19][C:6]([O:7][C:8]2[CH:13]=[C:12]([CH3:14])[C:11]([C:15](=[O:17])[CH3:16])=[C:10]([CH3:18])[CH:9]=2)=[CH:5][CH:4]=1.[Br-:21].[Br-].[Br-].C([N+](CCCC)(CCCC)CCCC)CCC.C([N+](CCCC)(CCCC)CCCC)CCC.C([N+](CCCC)(CCCC)CCCC)CCC. (10) The reactants are: [Br:1][C:2]#[C:3][C:4]([O:6][CH3:7])=[O:5].[N:8]1([C:13]([O:15][C:16]([CH3:19])([CH3:18])[CH3:17])=[O:14])[CH:12]=[CH:11][CH:10]=[CH:9]1. Given the product [Br:1][C:2]1[CH:9]2[N:8]([C:13]([O:15][C:16]([CH3:19])([CH3:18])[CH3:17])=[O:14])[CH:12]([CH:11]=[CH:10]2)[C:3]=1[C:4]([O:6][CH3:7])=[O:5], predict the reactants needed to synthesize it.